Dataset: Catalyst prediction with 721,799 reactions and 888 catalyst types from USPTO. Task: Predict which catalyst facilitates the given reaction. (1) Reactant: Br[C:2]1[CH:7]=[CH:6][C:5]([CH:8]2[CH2:13][CH2:12][O:11][CH2:10][CH2:9]2)=[CH:4][CH:3]=1.CC([O-])=O.[K+].[CH3:19][C:20]1([CH3:36])[C:24]([CH3:26])([CH3:25])[O:23][B:22]([B:22]2[O:23][C:24]([CH3:26])([CH3:25])[C:20]([CH3:36])([CH3:19])[O:21]2)[O:21]1. Product: [CH3:19][C:20]1([CH3:36])[C:24]([CH3:26])([CH3:25])[O:23][B:22]([C:2]2[CH:7]=[CH:6][C:5]([CH:8]3[CH2:13][CH2:12][O:11][CH2:10][CH2:9]3)=[CH:4][CH:3]=2)[O:21]1. The catalyst class is: 75. (2) Reactant: [CH3:1][C:2]1[CH:3]=[C:4]([O:15][C:16]2[C:25]3[C:20](=[CH:21][C:22]([OH:28])=[C:23]([O:26][CH3:27])[CH:24]=3)[N:19]=[CH:18][CH:17]=2)[C:5]([C:9]2[CH:10]=[N:11][CH:12]=[CH:13][CH:14]=2)=[N:6][C:7]=1[CH3:8].C(=O)([O-])[O-].[K+].[K+].Br[CH2:36][CH2:37][CH2:38][CH2:39][OH:40].O. Product: [CH3:1][C:2]1[CH:3]=[C:4]([O:15][C:16]2[C:25]3[C:20](=[CH:21][C:22]([O:28][CH2:36][CH2:37][CH2:38][CH2:39][OH:40])=[C:23]([O:26][CH3:27])[CH:24]=3)[N:19]=[CH:18][CH:17]=2)[C:5]([C:9]2[CH:10]=[N:11][CH:12]=[CH:13][CH:14]=2)=[N:6][C:7]=1[CH3:8]. The catalyst class is: 9. (3) Reactant: C[Si](C)(C)[Si](C)(C)C.II.[Cl:11][C:12]1[CH:17]=[CH:16][CH:15]=[C:14]([F:18])[C:13]=1[C:19]1[O:20][C:21]2[CH:27]=[CH:26][C:25]([CH:28]([CH3:33])[C:29]([O:31]C)=[O:30])=[CH:24][C:22]=2[N:23]=1. Product: [Cl:11][C:12]1[CH:17]=[CH:16][CH:15]=[C:14]([F:18])[C:13]=1[C:19]1[O:20][C:21]2[CH:27]=[CH:26][C:25]([CH:28]([CH3:33])[C:29]([OH:31])=[O:30])=[CH:24][C:22]=2[N:23]=1. The catalyst class is: 133. (4) Reactant: [CH3:1][O:2][C@H:3]1[CH2:11][C:10]2[C:5](=[CH:6][CH:7]=[CH:8][CH:9]=2)[C@H:4]1[NH2:12].[N:13]1[C:20]([Cl:21])=[N:19][C:17](Cl)=[N:16][C:14]=1[Cl:15].CCN(C(C)C)C(C)C.O. Product: [Cl:15][C:14]1[N:13]=[C:20]([Cl:21])[N:19]=[C:17]([NH:12][C@@H:4]2[C:5]3[C:10](=[CH:9][CH:8]=[CH:7][CH:6]=3)[CH2:11][C@@H:3]2[O:2][CH3:1])[N:16]=1. The catalyst class is: 1.